Dataset: Forward reaction prediction with 1.9M reactions from USPTO patents (1976-2016). Task: Predict the product of the given reaction. (1) Given the reactants Br.[CH:2]1([C:5]2[CH:6]=[CH:7][C:8](/[C:13](/[C:21]3[CH:26]=[CH:25][C:24]([S:27][CH3:28])=[CH:23][CH:22]=3)=[CH:14]/[CH2:15][CH2:16][NH:17][C:18](=[O:20])[CH3:19])=[N:9][C:10]=2[O:11]C)[CH2:4][CH2:3]1.O, predict the reaction product. The product is: [CH:2]1([C:5]2[C:10](=[O:11])[NH:9][C:8](/[C:13](/[C:21]3[CH:26]=[CH:25][C:24]([S:27][CH3:28])=[CH:23][CH:22]=3)=[CH:14]/[CH2:15][CH2:16][NH:17][C:18](=[O:20])[CH3:19])=[CH:7][CH:6]=2)[CH2:3][CH2:4]1. (2) Given the reactants [F:1][C:2]1[C:10]([O:11]C)=[CH:9][C:5]2=[N:6][S:7][N:8]=[C:4]2[CH:3]=1.Br, predict the reaction product. The product is: [OH:11][C:10]1[C:2]([F:1])=[CH:3][C:4]2=[N:8][S:7][N:6]=[C:5]2[CH:9]=1. (3) Given the reactants C[N-]OC.[Li+].NC1C2C(=CC=CC=2)N=CN=1.N1C2C(=CC=CC=2)C(=O)NC=1.[I:28][C:29]1[CH:30]=[C:31]2[C:36](=[CH:37][CH:38]=1)[NH:35][CH:34]=[N:33][C:32]2=O.O=P(Cl)(Cl)Cl.C(N(CC)CC)C.[Cl:52][C:53]1[CH:54]=[C:55]([NH2:68])[CH:56]=[CH:57][C:58]=1[O:59][CH2:60][C:61]1[CH:66]=[CH:65][CH:64]=[C:63]([F:67])[CH:62]=1, predict the reaction product. The product is: [Cl:52][C:53]1[CH:54]=[C:55]([NH:68][C:32]2[C:31]3[C:36](=[CH:37][CH:38]=[C:29]([I:28])[CH:30]=3)[N:35]=[CH:34][N:33]=2)[CH:56]=[CH:57][C:58]=1[O:59][CH2:60][C:61]1[CH:66]=[CH:65][CH:64]=[C:63]([F:67])[CH:62]=1. (4) Given the reactants [I:1]N1C(=O)CCC1=O.[CH2:9]([C:16]1[CH:17]=[C:18]([N:22]2[CH2:26][C@H:25]([O:27][CH3:28])[C@H:24]([O:29][CH3:30])[CH2:23]2)[CH:19]=[CH:20][CH:21]=1)[C:10]1[CH:15]=[CH:14][CH:13]=[CH:12][CH:11]=1.S([O-])([O-])(=O)=S.[Na+].[Na+], predict the reaction product. The product is: [CH2:9]([C:16]1[CH:17]=[C:18]([N:22]2[CH2:26][CH:25]([O:27][CH3:28])[CH:24]([O:29][CH3:30])[CH2:23]2)[CH:19]=[CH:20][C:21]=1[I:1])[C:10]1[CH:11]=[CH:12][CH:13]=[CH:14][CH:15]=1. (5) Given the reactants [C:1]([C:3]1[CH:4]=[C:5]([S:9]([C:12]2[S:16][C:15]([CH2:17][N:18]([CH3:26])[C:19](=[O:25])[O:20][C:21]([CH3:24])([CH3:23])[CH3:22])=[CH:14][C:13]=2[C:27]2[C:28]([F:33])=[N:29][CH:30]=[CH:31][CH:32]=2)(=[O:11])=[O:10])[CH:6]=[CH:7][CH:8]=1)#N.[H-].C([Al+]CC(C)C)C(C)C.C1(C)C=CC=CC=1.Cl.[O:52]1CCCC1, predict the reaction product. The product is: [F:33][C:28]1[C:27]([C:13]2[CH:14]=[C:15]([CH2:17][N:18]([CH3:26])[C:19](=[O:25])[O:20][C:21]([CH3:24])([CH3:22])[CH3:23])[S:16][C:12]=2[S:9]([C:5]2[CH:6]=[CH:7][CH:8]=[C:3]([CH:1]=[O:52])[CH:4]=2)(=[O:10])=[O:11])=[CH:32][CH:31]=[CH:30][N:29]=1.